From a dataset of Full USPTO retrosynthesis dataset with 1.9M reactions from patents (1976-2016). Predict the reactants needed to synthesize the given product. Given the product [Cl:1][C:2]1[C:7]2[N:8]=[C:9]([CH2:12][O:13][CH2:14][CH3:15])[N:10]([N:11]=[C:21]3[CH2:22][CH2:23][O:18][CH2:19][CH2:20]3)[C:6]=2[C:5]([CH3:16])=[C:4]([CH3:17])[N:3]=1, predict the reactants needed to synthesize it. The reactants are: [Cl:1][C:2]1[C:7]2[N:8]=[C:9]([CH2:12][O:13][CH2:14][CH3:15])[N:10]([NH2:11])[C:6]=2[C:5]([CH3:16])=[C:4]([CH3:17])[N:3]=1.[O:18]1[CH2:23][CH2:22][C:21](=O)[CH2:20][CH2:19]1.C(O)(=O)C.